Dataset: Forward reaction prediction with 1.9M reactions from USPTO patents (1976-2016). Task: Predict the product of the given reaction. (1) Given the reactants [C:1]([C:5]1[CH:6]=[C:7]([NH:11][C:12]([CH:14]2[CH2:23][CH2:22][C:21]3[C:16](=[CH:17][C:18]([O:24][C:25]4[CH:30]=[CH:29][N:28]=[C:27]([C:31]#[N:32])[CH:26]=4)=[CH:19][CH:20]=3)[CH2:15]2)=[O:13])[CH:8]=[CH:9][CH:10]=1)([CH3:4])([CH3:3])[CH3:2].C[O-].[Na+].[Cl-].[NH4+:37], predict the reaction product. The product is: [NH2:32][C:31](=[NH:37])[C:27]1[CH:26]=[C:25]([O:24][C:18]2[CH:17]=[C:16]3[C:21]([CH2:22][CH2:23][CH:14]([C:12]([NH:11][C:7]4[CH:8]=[CH:9][CH:10]=[C:5]([C:1]([CH3:4])([CH3:2])[CH3:3])[CH:6]=4)=[O:13])[CH2:15]3)=[CH:20][CH:19]=2)[CH:30]=[CH:29][N:28]=1. (2) Given the reactants Br[C:2]1[CH:9]=[CH:8][C:5]([CH:6]=[O:7])=[CH:4][N:3]=1.[C:10]([Cu])#[N:11], predict the reaction product. The product is: [CH:6]([C:5]1[CH:8]=[CH:9][C:2]([C:10]#[N:11])=[N:3][CH:4]=1)=[O:7]. (3) The product is: [Br:2][C:3]1[CH:4]=[C:5]2[C:10](=[CH:11][CH:12]=1)[CH2:9][N:8]([CH2:25][C:24]([N:15]1[CH2:16][CH2:17][N:18]([CH:20]3[CH2:23][CH2:22][CH2:21]3)[CH2:19][CH2:14]1)=[O:26])[CH2:7][CH2:6]2. Given the reactants Cl.[Br:2][C:3]1[CH:4]=[C:5]2[C:10](=[CH:11][CH:12]=1)[CH2:9][NH:8][CH2:7][CH2:6]2.Cl[CH:14]1[CH2:19][N:18]([CH:20]2[CH2:23][CH2:22][CH2:21]2)[CH2:17][CH2:16][NH:15]1.[C:24](N)(=[O:26])[CH3:25].C([O-])([O-])=O.[K+].[K+].[Na+].[I-], predict the reaction product. (4) Given the reactants [CH:1]1([C:4]2[NH:8][C:7]3[CH:9]=[C:10]([C:14]4[C:15]([CH3:20])=[N:16][O:17][C:18]=4[CH3:19])[CH:11]=[C:12](I)[C:6]=3[N:5]=2)[CH2:3][CH2:2]1.B1([C:30]2[CH:35]=[C:34]([O:36][CH3:37])[CH:33]=[C:32]([O:38][CH3:39])[CH:31]=2)OC(C)(C)C(C)(C)O1, predict the reaction product. The product is: [CH:1]1([C:4]2[NH:8][C:7]3[CH:9]=[C:10]([C:14]4[C:15]([CH3:20])=[N:16][O:17][C:18]=4[CH3:19])[CH:11]=[C:12]([C:30]4[CH:35]=[C:34]([O:36][CH3:37])[CH:33]=[C:32]([O:38][CH3:39])[CH:31]=4)[C:6]=3[N:5]=2)[CH2:3][CH2:2]1. (5) The product is: [CH3:1][CH:2]([CH2:5][CH2:6][C:7]1[C:12]([CH3:14])([CH3:13])[CH2:11][CH2:10][CH2:9][C:8]=1[CH3:15])[CH:3]=[C:17]([C:16]([O:23][CH3:24])=[O:22])[C:18]([O:20][CH3:21])=[O:19]. Given the reactants [CH3:1][CH:2]([CH2:5][CH2:6][C:7]1[C:12]([CH3:14])([CH3:13])[CH2:11][CH2:10][CH2:9][C:8]=1[CH3:15])[CH:3]=O.[C:16]([O:23][CH3:24])(=[O:22])[CH2:17][C:18]([O:20][CH3:21])=[O:19].N1C=CC=CC=1, predict the reaction product. (6) Given the reactants [NH2:1][C:2]1[CH:3]=[N:4][CH:5]=[CH:6][C:7]=1[CH2:8][C:9]([O:11]CC)=O, predict the reaction product. The product is: [NH:1]1[C:2]2=[CH:3][N:4]=[CH:5][CH:6]=[C:7]2[CH2:8][C:9]1=[O:11]. (7) Given the reactants [H-].[Na+].[C:3]([O:12][CH2:13][CH:14]=[CH2:15])(=[O:11])[CH2:4][C:5]([O:7][CH2:8][CH:9]=[CH2:10])=[O:6].[H][H].Cl[CH2:19][C:20]1[CH:29]=[CH:28][C:23]([C:24]([O:26][CH3:27])=[O:25])=[CH:22][CH:21]=1.Cl, predict the reaction product. The product is: [CH3:27][O:26][C:24]([C:23]1[CH:28]=[CH:29][C:20]([CH2:19][CH:4]([C:5]([O:7][CH2:8][CH:9]=[CH2:10])=[O:6])[C:3]([O:12][CH2:13][CH:14]=[CH2:15])=[O:11])=[CH:21][CH:22]=1)=[O:25]. (8) Given the reactants C([O:4][C@@:5]1(O)[CH2:9][C@@H:8]([CH2:10][OH:11])[O:7][C@H:6]1[N:12]1[CH:19]=[CH:18][C:16]([NH2:17])=[N:15][C:13]1=[O:14])(=O)C.Cl[P:22]1[O:27]C(=O)C2C=CC=CC=2[O:23]1.O1CCOCC1.C(N(CCCC)CCCC)CCC.[O-:52][P:53]([O:56][P:57]([O-])([O-:59])=[O:58])(=[O:55])[O-:54].C([NH+](CCCC)CCCC)CCC.C([NH+](CCCC)CCCC)CCC.C([NH+](CCCC)CCCC)CCC.C([NH+](CCCC)CCCC)CCC.II.N1C=CC=CC=1.[OH2:121], predict the reaction product. The product is: [NH4+:12].[NH4+:12].[NH4+:12].[P:22]([O:11][CH2:10][C@H:8]1[O:7][C@@H:6]([N:12]2[CH:19]=[CH:18][C:16]([NH2:17])=[N:15][C:13]2=[O:14])[C@H:5]([OH:4])[CH2:9]1)([O:27][P:57]([O:56][P:53]([OH:55])([O-:54])=[O:52])([O-:59])=[O:58])(=[O:121])[O-:23].